From a dataset of Aqueous solubility values for 9,982 compounds from the AqSolDB database. Regression/Classification. Given a drug SMILES string, predict its absorption, distribution, metabolism, or excretion properties. Task type varies by dataset: regression for continuous measurements (e.g., permeability, clearance, half-life) or binary classification for categorical outcomes (e.g., BBB penetration, CYP inhibition). For this dataset (solubility_aqsoldb), we predict Y. (1) The molecule is NC(=O)NC1(O)NC(=O)NC1(O)C(=O)O. The Y is -0.370 log mol/L. (2) The molecule is CCCCc1ccc(C(=O)O)cc1. The Y is -3.08 log mol/L.